Dataset: NCI-60 drug combinations with 297,098 pairs across 59 cell lines. Task: Regression. Given two drug SMILES strings and cell line genomic features, predict the synergy score measuring deviation from expected non-interaction effect. (1) Drug 1: CN1C(=O)N2C=NC(=C2N=N1)C(=O)N. Drug 2: CC1=C(C=C(C=C1)NC(=O)C2=CC=C(C=C2)CN3CCN(CC3)C)NC4=NC=CC(=N4)C5=CN=CC=C5. Cell line: HT29. Synergy scores: CSS=2.46, Synergy_ZIP=3.02, Synergy_Bliss=5.91, Synergy_Loewe=-0.531, Synergy_HSA=1.58. (2) Drug 1: C1=C(C(=O)NC(=O)N1)N(CCCl)CCCl. Drug 2: CS(=O)(=O)OCCCCOS(=O)(=O)C. Cell line: MCF7. Synergy scores: CSS=17.0, Synergy_ZIP=-7.99, Synergy_Bliss=-6.21, Synergy_Loewe=-13.8, Synergy_HSA=-4.52. (3) Drug 1: COC1=NC(=NC2=C1N=CN2C3C(C(C(O3)CO)O)O)N. Drug 2: C1C(C(OC1N2C=NC(=NC2=O)N)CO)O. Cell line: HCC-2998. Synergy scores: CSS=15.2, Synergy_ZIP=-5.70, Synergy_Bliss=-1.82, Synergy_Loewe=-19.6, Synergy_HSA=-6.37. (4) Drug 1: CCC1=C2CN3C(=CC4=C(C3=O)COC(=O)C4(CC)O)C2=NC5=C1C=C(C=C5)O. Drug 2: C(CCl)NC(=O)N(CCCl)N=O. Cell line: 786-0. Synergy scores: CSS=44.4, Synergy_ZIP=-2.63, Synergy_Bliss=-0.567, Synergy_Loewe=-26.3, Synergy_HSA=2.25. (5) Drug 1: COCCOC1=C(C=C2C(=C1)C(=NC=N2)NC3=CC=CC(=C3)C#C)OCCOC. Drug 2: CC1=C(C(=CC=C1)Cl)NC(=O)C2=CN=C(S2)NC3=CC(=NC(=N3)C)N4CCN(CC4)CCO. Cell line: NCI-H460. Synergy scores: CSS=27.5, Synergy_ZIP=-3.17, Synergy_Bliss=-1.35, Synergy_Loewe=-0.450, Synergy_HSA=3.16.